From a dataset of Full USPTO retrosynthesis dataset with 1.9M reactions from patents (1976-2016). Predict the reactants needed to synthesize the given product. (1) Given the product [CH3:22][O:21][C:18]1[CH:17]=[CH:16][C:15]([C:13]2[N:14]=[C:10]([CH2:9][OH:8])[O:11][C:12]=2[C:23]2[CH:28]=[CH:27][C:26]([O:29][CH3:30])=[CH:25][CH:24]=2)=[CH:20][CH:19]=1, predict the reactants needed to synthesize it. The reactants are: C([O:8][CH2:9][C:10]1[O:11][C:12]([C:23]2[CH:28]=[CH:27][C:26]([O:29][CH3:30])=[CH:25][CH:24]=2)=[C:13]([C:15]2[CH:20]=[CH:19][C:18]([O:21][CH3:22])=[CH:17][CH:16]=2)[N:14]=1)C1C=CC=CC=1. (2) Given the product [OH:39][C@H:40]([CH3:44])[C:41]([N:36]1[CH2:37][CH2:38][CH:33]([O:32][C:27]2[CH:26]=[CH:25][C:24]([C:20]3[N:19]=[C:18]([NH:17][C:14]4[CH:13]=[CH:12][C:11]([N:8]5[CH2:7][CH2:6][N:5]([CH:3]6[CH2:4][O:1][CH2:2]6)[CH2:10][CH2:9]5)=[CH:16][CH:15]=4)[N:23]=[CH:22][N:21]=3)=[CH:31][C:28]=2[C:29]#[N:30])[CH2:34][CH2:35]1)=[O:42], predict the reactants needed to synthesize it. The reactants are: [O:1]1[CH2:4][CH:3]([N:5]2[CH2:10][CH2:9][N:8]([C:11]3[CH:16]=[CH:15][C:14]([NH:17][C:18]4[N:23]=[CH:22][N:21]=[C:20]([C:24]5[CH:25]=[CH:26][C:27]([O:32][CH:33]6[CH2:38][CH2:37][NH:36][CH2:35][CH2:34]6)=[C:28]([CH:31]=5)[C:29]#[N:30])[N:19]=4)=[CH:13][CH:12]=3)[CH2:7][CH2:6]2)[CH2:2]1.[OH:39][C@H:40]([CH3:44])[C:41](O)=[O:42].CN(C(ON1N=NC2C=CC=NC1=2)=[N+](C)C)C.F[P-](F)(F)(F)(F)F.CN1CCOCC1. (3) Given the product [CH3:1][O:2][C:3]1[CH:4]=[C:5]([NH:46][S:47]([CH3:50])(=[O:49])=[O:48])[CH:6]=[C:7]([C:9]2[C:17]3[C:16]([NH:18][C@H:19]([C:21]4[N:26]([C:27]5[CH:28]=[CH:29][CH:30]=[CH:31][CH:32]=5)[C:25](=[O:33])[C:24]5=[C:34]([CH3:37])[CH:35]=[CH:36][N:23]5[N:22]=4)[CH3:20])=[N:15][CH:14]=[N:13][C:12]=3[NH:11][CH:10]=2)[CH:8]=1, predict the reactants needed to synthesize it. The reactants are: [CH3:1][O:2][C:3]1[CH:4]=[C:5]([NH:46][S:47]([CH3:50])(=[O:49])=[O:48])[CH:6]=[C:7]([C:9]2[C:17]3[C:16]([NH:18][C@H:19]([C:21]4[N:26]([C:27]5[CH:32]=[CH:31][CH:30]=[CH:29][CH:28]=5)[C:25](=[O:33])[C:24]5=[C:34]([CH3:37])[CH:35]=[CH:36][N:23]5[N:22]=4)[CH3:20])=[N:15][CH:14]=[N:13][C:12]=3[N:11](COCC[Si](C)(C)C)[CH:10]=2)[CH:8]=1.FC(F)(F)C(O)=O.N.